The task is: Predict which catalyst facilitates the given reaction.. This data is from Catalyst prediction with 721,799 reactions and 888 catalyst types from USPTO. Reactant: [C:1]([NH:4][C:5]1[CH:10]=[CH:9][C:8]([OH:11])=[CH:7][CH:6]=1)(=[O:3])[CH3:2].C(=O)([O-])[O-].[K+].[K+].Cl[CH2:19][CH2:20][N:21]1[C:26](=[O:27])[C:25]2[N:28]([CH3:34])[N:29]=[C:30]([CH2:31][CH2:32][CH3:33])[C:24]=2[N:23]=[C:22]1[CH2:35][CH3:36].C(OCC)(=O)C. Product: [CH2:35]([C:22]1[N:21]([CH2:20][CH2:19][O:11][C:8]2[CH:9]=[CH:10][C:5]([NH:4][C:1](=[O:3])[CH3:2])=[CH:6][CH:7]=2)[C:26](=[O:27])[C:25]2[N:28]([CH3:34])[N:29]=[C:30]([CH2:31][CH2:32][CH3:33])[C:24]=2[N:23]=1)[CH3:36]. The catalyst class is: 9.